Task: Predict the reactants needed to synthesize the given product.. Dataset: Full USPTO retrosynthesis dataset with 1.9M reactions from patents (1976-2016) (1) Given the product [NH2:1][C:2]1[N:3]=[C:4]([N:13]2[CH:17]=[CH:16][CH:15]=[N:14]2)[C:5]([C:11]#[N:12])=[C:6]([O:18][CH2:19][CH2:20][C:21]2[CH:26]=[CH:25][CH:24]=[CH:23][N:22]=2)[N:7]=1, predict the reactants needed to synthesize it. The reactants are: [NH2:1][C:2]1[N:7]=[C:6](S(C)=O)[C:5]([C:11]#[N:12])=[C:4]([N:13]2[CH:17]=[CH:16][CH:15]=[N:14]2)[N:3]=1.[OH:18][CH2:19][CH2:20][C:21]1[CH:26]=[CH:25][CH:24]=[CH:23][N:22]=1.C1CCN2C(=NCCC2)CC1. (2) Given the product [CH3:17][O:18][C:19](=[O:22])[CH:20]=[CH:21][C:12](=[C:13]([NH:8][CH2:7][CH:1]1[CH2:6][CH2:5][CH2:4][CH2:3][CH2:2]1)[CH3:14])[C:11]([O:10][CH3:9])=[O:16], predict the reactants needed to synthesize it. The reactants are: [CH:1]1([CH2:7][NH2:8])[CH2:6][CH2:5][CH2:4][CH2:3][CH2:2]1.[CH3:9][O:10][C:11](=[O:16])[CH2:12][C:13](=O)[CH3:14].[CH3:17][O:18][C:19](=[O:22])[C:20]#[CH:21]. (3) Given the product [C:17]([C:16]1[C:15]([N+:12]([O-:14])=[O:13])=[CH:22][CH:21]=[CH:20][C:19]=1[O:1][CH2:2][C:3]([NH:6][C:7](=[O:11])[CH2:8][CH2:9][CH3:10])([CH3:5])[CH3:4])#[N:18], predict the reactants needed to synthesize it. The reactants are: [OH:1][CH2:2][C:3]([NH:6][C:7](=[O:11])[CH2:8][CH2:9][CH3:10])([CH3:5])[CH3:4].[N+:12]([C:15]1[CH:22]=[CH:21][CH:20]=[C:19]([N+]([O-])=O)[C:16]=1[C:17]#[N:18])([O-:14])=[O:13].